This data is from Full USPTO retrosynthesis dataset with 1.9M reactions from patents (1976-2016). The task is: Predict the reactants needed to synthesize the given product. (1) The reactants are: [F:1][C:2]1[CH:7]=[C:6]([CH:8]([CH2:13][CH:14]=[CH2:15])[CH2:9][N+:10]([O-:12])=[O:11])[C:5]([F:16])=[CH:4][C:3]=1[F:17].Br/[C:19](=C\C)/C([O-])=O.[OH-:25].[Na+].[CH2:27]1[CH2:31][O:30][CH2:29][CH2:28]1. Given the product [CH2:19]=[C:28]([CH2:27][CH:9]([N+:10]([O-:12])=[O:11])[CH:8]([C:6]1[CH:7]=[C:2]([F:1])[C:3]([F:17])=[CH:4][C:5]=1[F:16])[CH2:13][CH:14]=[CH2:15])[C:29]([O:30][CH3:31])=[O:25], predict the reactants needed to synthesize it. (2) Given the product [F:20][C:17]1[CH:16]=[CH:15][C:14]([N:11]2[CH2:12][CH2:13][NH:8][C:9]([CH3:22])([CH3:21])[CH2:10]2)=[CH:19][CH:18]=1, predict the reactants needed to synthesize it. The reactants are: C([N:8]1[CH2:13][CH2:12][N:11]([C:14]2[CH:19]=[CH:18][C:17]([F:20])=[CH:16][CH:15]=2)[CH2:10][C:9]1([CH3:22])[CH3:21])C1C=CC=CC=1.